The task is: Predict the reaction yield, written as a fraction of the theoretical maximum amount of product (1.0 means a 100% yield; for example, 0.34 means a 34% yield).. This data is from Reaction yield outcomes from USPTO patents with 853,638 reactions. (1) The yield is 0.760. The catalyst is CN(C=O)C.C(OCC)(=O)C. The product is [Cl:1][CH2:2][C:3]1[O:5][N:6]=[C:7]([C:9]2[CH:14]=[C:13]([F:15])[CH:12]=[CH:11][C:10]=2[F:16])[N:8]=1. The reactants are [Cl:1][CH2:2][C:3]([O:5][N:6]=[C:7]([C:9]1[CH:14]=[C:13]([F:15])[CH:12]=[CH:11][C:10]=1[F:16])[NH2:8])=O. (2) The reactants are [O:1]=[C:2]1[CH2:8][CH2:7][CH2:6][N:5]([C:9]([O:11][CH2:12][C:13]2[CH:18]=[CH:17][CH:16]=[CH:15][CH:14]=2)=[O:10])[CH2:4][CH2:3]1.[Br:19]Br.C([O-])(O)=O.[Na+]. The catalyst is C(Cl)(Cl)Cl. The product is [Br:19][CH:3]1[C:2](=[O:1])[CH2:8][CH2:7][CH2:6][N:5]([C:9]([O:11][CH2:12][C:13]2[CH:14]=[CH:15][CH:16]=[CH:17][CH:18]=2)=[O:10])[CH2:4]1. The yield is 1.00. (3) The reactants are [C:1]1([C:7]([NH2:20])([C:14]2[CH:19]=[CH:18][CH:17]=[CH:16][CH:15]=2)[C:8]2[CH:13]=[CH:12][CH:11]=[CH:10][CH:9]=2)[CH:6]=[CH:5][CH:4]=[CH:3][CH:2]=1.I[CH2:22][CH3:23]. The catalyst is C(#N)C. The product is [C:1]1([C:7]([C:8]2[CH:13]=[CH:12][CH:11]=[CH:10][CH:9]=2)([C:14]2[CH:15]=[CH:16][CH:17]=[CH:18][CH:19]=2)[NH:20][CH2:22][CH3:23])[CH:6]=[CH:5][CH:4]=[CH:3][CH:2]=1. The yield is 0.280. (4) The reactants are [Cl:1][C:2]1[S:3][C:4]([S:7](Cl)(=[O:9])=[O:8])=[CH:5][N:6]=1.[NH4+:11].[OH-]. The catalyst is CCN(CC)CC. The product is [Cl:1][C:2]1[S:3][C:4]([S:7]([NH2:11])(=[O:9])=[O:8])=[CH:5][N:6]=1. The yield is 0.610. (5) The reactants are CC1C=CC(S(O[C:12]2[CH:21]=[CH:20][C:19]3[C:18](=[O:22])[CH2:17][CH2:16][CH2:15][C:14]=3[CH:13]=2)(=O)=O)=CC=1.[C:23]1([S:29][S:29][C:23]2[CH:28]=[CH:27][CH:26]=[CH:25][CH:24]=2)[CH:28]=[CH:27][CH:26]=[CH:25][CH:24]=1. The catalyst is C1COCC1.[Zn].C1C=CC(P(C2C=CC=CC=2)[C-]2C=CC=C2)=CC=1.C1C=CC(P(C2C=CC=CC=2)[C-]2C=CC=C2)=CC=1.Cl[Pd]Cl.[Fe+2]. The product is [C:23]1([S:29][C:12]2[CH:13]=[C:14]3[C:19](=[CH:20][CH:21]=2)[C:18](=[O:22])[CH2:17][CH2:16][CH2:15]3)[CH:28]=[CH:27][CH:26]=[CH:25][CH:24]=1. The yield is 0.770. (6) The reactants are [Cl:1][CH2:2][C:3]([C:5]1[CH:10]=[CH:9][CH:8]=[C:7]([Cl:11])[CH:6]=1)=[O:4].O=C[C@@H]([C@H]([C@@H]([C@@H](CO)O)O)O)O.[OH-].[Na+]. The catalyst is C(OCCCC)(=O)C. The product is [Cl:1][CH2:2][C@@H:3]([C:5]1[CH:10]=[CH:9][CH:8]=[C:7]([Cl:11])[CH:6]=1)[OH:4]. The yield is 0.469. (7) The reactants are [S:1]1[C:5]2=[C:6]3[C:10](=[CH:11][CH:12]=[C:4]2[N:3]=[CH:2]1)[NH:9][C:8](=[O:13])[C:7]3=[O:14].O1CCCC1.C(=O)([O-])[O-].[Cs+].[Cs+].Br[CH2:27][CH2:28][CH:29]([CH3:31])[CH3:30]. The catalyst is CN(C)C=O. The product is [CH3:30][CH:29]([CH3:31])[CH2:28][CH2:27][N:9]1[C:10]2[C:6](=[C:5]3[S:1][CH:2]=[N:3][C:4]3=[CH:12][CH:11]=2)[C:7](=[O:14])[C:8]1=[O:13]. The yield is 0.570. (8) The reactants are C(OC([N:8]1[CH2:13][CH2:12][CH:11]([C:14]2[CH:15]=[C:16]([CH:45]=[CH:46][CH:47]=2)[NH:17][C:18](=[O:44])[CH2:19][CH2:20][CH2:21][NH:22][C:23]([N:25]2[CH:30]([C:31]3[CH:36]=[CH:35][C:34]([F:37])=[CH:33][CH:32]=3)[C:29]([C:38]([O:40][CH3:41])=[O:39])=[C:28]([CH3:42])[NH:27][C:26]2=[O:43])=[O:24])[CH2:10][CH2:9]1)=O)(C)(C)C.FC(F)(F)C(O)=O. The catalyst is ClCCl. The product is [F:37][C:34]1[CH:35]=[CH:36][C:31]([CH:30]2[C:29]([C:38]([O:40][CH3:41])=[O:39])=[C:28]([CH3:42])[NH:27][C:26](=[O:43])[N:25]2[C:23]([NH:22][CH2:21][CH2:20][CH2:19][C:18](=[O:44])[NH:17][C:16]2[CH:45]=[CH:46][CH:47]=[C:14]([CH:11]3[CH2:12][CH2:13][NH:8][CH2:9][CH2:10]3)[CH:15]=2)=[O:24])=[CH:32][CH:33]=1. The yield is 0.990. (9) The reactants are [CH3:1][C:2]1[CH:9]=[CH:8][C:5]([C:6]#[N:7])=[CH:4][C:3]=1[C:10]([F:13])([F:12])[F:11].BrN1C(=O)CCC1=O.CC(N=NC(C#N)(C)C)(C#N)C.Cl.[C:35]([O:39][C:40](=[O:44])[CH2:41][NH:42][CH3:43])([CH3:38])([CH3:37])[CH3:36].C([O-])([O-])=O.[K+].[K+]. The catalyst is C(#N)C.CCOC(C)=O.O. The product is [C:6]([C:5]1[CH:8]=[CH:9][C:2]([CH2:1][N:42]([CH3:43])[CH2:41][C:40]([O:39][C:35]([CH3:38])([CH3:37])[CH3:36])=[O:44])=[C:3]([C:10]([F:11])([F:12])[F:13])[CH:4]=1)#[N:7]. The yield is 0.700.